This data is from CYP2C19 inhibition data for predicting drug metabolism from PubChem BioAssay. The task is: Regression/Classification. Given a drug SMILES string, predict its absorption, distribution, metabolism, or excretion properties. Task type varies by dataset: regression for continuous measurements (e.g., permeability, clearance, half-life) or binary classification for categorical outcomes (e.g., BBB penetration, CYP inhibition). Dataset: cyp2c19_veith. (1) The result is 1 (inhibitor). The drug is CN(C)C(=O)c1ccc(-c2nc(NCc3cccs3)c3ccccc3n2)cc1. (2) The molecule is Cc1ccc(C(=O)NC(=S)Nc2ccccc2C(F)(F)F)cc1C. The result is 1 (inhibitor). (3) The compound is Cc1ccc(C(=O)NNC(=O)CSc2nnc3c(n2)[nH]c2ccc(F)cc23)cc1. The result is 0 (non-inhibitor). (4) The molecule is CN(C)Cc1ccccc1-c1cc(NC2CC2)ncn1. The result is 0 (non-inhibitor). (5) The molecule is CCCCCn1nc(-c2ccccc2)c2nc3ccccc3nc21. The result is 1 (inhibitor). (6) The molecule is Cn1c(Sc2ccc(-c3cccnc3)n2C)ccc1-c1cccnc1. The result is 1 (inhibitor).